From a dataset of Forward reaction prediction with 1.9M reactions from USPTO patents (1976-2016). Predict the product of the given reaction. Given the reactants [CH3:1][C:2]1([CH3:27])[CH2:11][CH2:10][C:9]([CH3:13])([CH3:12])[C:8]2[CH:7]=[C:6]([C:14]3[N:19]=[C:18]([N:20]4[CH2:25][CH2:24][CH2:23][CH:22]([NH2:26])[CH2:21]4)[CH:17]=[CH:16][CH:15]=3)[CH:5]=[CH:4][C:3]1=2.[C:28]([O:31][CH2:32][CH2:33][CH2:34][CH2:35]Br)(=[O:30])[CH3:29].C(=O)([O-])[O-].[K+].[K+], predict the reaction product. The product is: [CH3:1][C:2]1([CH3:27])[CH2:11][CH2:10][C:9]([CH3:12])([CH3:13])[C:8]2[CH:7]=[C:6]([C:14]3[N:19]=[C:18]([N:20]4[CH2:25][CH2:24][CH2:23][CH:22]([NH:26][CH2:35][CH2:34][CH2:33][CH2:32][O:31][C:28](=[O:30])[CH3:29])[CH2:21]4)[CH:17]=[CH:16][CH:15]=3)[CH:5]=[CH:4][C:3]1=2.